This data is from Full USPTO retrosynthesis dataset with 1.9M reactions from patents (1976-2016). The task is: Predict the reactants needed to synthesize the given product. (1) Given the product [CH2:1]([N:8]1[CH2:13][CH2:12][N:11]([C:14]([C:16]2[CH:20]=[C:19]([CH3:21])[N:18]([C:22]3[CH:23]=[CH:24][CH:25]=[CH:26][CH:27]=3)[C:17]=2[C:28]2[CH:33]=[CH:32][CH:31]=[CH:30][CH:29]=2)=[O:15])[CH:10]([CH2:34][C:35]2[O:36][CH:39]=[C:40]([CH3:41])[N:37]=2)[CH2:9]1)[C:2]1[CH:7]=[CH:6][CH:5]=[CH:4][CH:3]=1, predict the reactants needed to synthesize it. The reactants are: [CH2:1]([N:8]1[CH2:13][CH2:12][N:11]([C:14]([C:16]2[CH:20]=[C:19]([CH3:21])[N:18]([C:22]3[CH:27]=[CH:26][CH:25]=[CH:24][CH:23]=3)[C:17]=2[C:28]2[CH:33]=[CH:32][CH:31]=[CH:30][CH:29]=2)=[O:15])[CH:10]([CH2:34][C:35]([NH2:37])=[O:36])[CH2:9]1)[C:2]1[CH:7]=[CH:6][CH:5]=[CH:4][CH:3]=1.Cl[CH2:39][C:40](=O)[CH3:41]. (2) Given the product [CH3:8][O:9][C:10](=[O:41])[CH2:11][N:12]1[C:20]2[C:15](=[CH:16][CH:17]=[C:18]([S:21]([N:24]3[CH2:29][CH2:28][N:27]([C:30]4[CH:35]=[CH:34][C:33]([O:36][C:37]([F:39])([F:40])[F:38])=[CH:32][CH:31]=4)[CH2:26][CH2:25]3)(=[O:23])=[O:22])[CH:19]=2)[CH2:14][CH2:13]1, predict the reactants needed to synthesize it. The reactants are: C([SiH](CC)CC)C.[CH3:8][O:9][C:10](=[O:41])[CH2:11][N:12]1[C:20]2[C:15](=[CH:16][CH:17]=[C:18]([S:21]([N:24]3[CH2:29][CH2:28][N:27]([C:30]4[CH:35]=[CH:34][C:33]([O:36][C:37]([F:40])([F:39])[F:38])=[CH:32][CH:31]=4)[CH2:26][CH2:25]3)(=[O:23])=[O:22])[CH:19]=2)[CH:14]=[CH:13]1.FC(F)(F)C(O)=O. (3) Given the product [Cl:18][C:4]1[N:3]=[C:2]([NH:1][C:72]2[CH:77]=[C:76]([F:78])[CH:75]=[CH:74][C:73]=2[N+:79]([O-:81])=[O:80])[N:10]=[C:9]2[C:5]=1[NH:6][C:7](=[O:17])[N:8]2[CH:11]1[CH2:12][CH2:13][O:14][CH2:15][CH2:16]1, predict the reactants needed to synthesize it. The reactants are: [NH2:1][C:2]1[N:10]=[C:9]2[C:5]([NH:6][C:7](=[O:17])[N:8]2[CH:11]2[CH2:16][CH2:15][O:14][CH2:13][CH2:12]2)=[C:4]([Cl:18])[N:3]=1.C(=O)([O-])[O-].[Cs+].[Cs+].C1C=CC(P(C2C(C3C(P(C4C=CC=CC=4)C4C=CC=CC=4)=CC=C4C=3C=CC=C4)=C3C(C=CC=C3)=CC=2)C2C=CC=CC=2)=CC=1.Br[C:72]1[CH:77]=[C:76]([F:78])[CH:75]=[CH:74][C:73]=1[N+:79]([O-:81])=[O:80].CCN(C(C)C)C(C)C. (4) Given the product [F:1][C:2]([F:14])([O:6][C:7]1[CH:8]=[C:9]([CH:10]=[CH:11][CH:12]=1)[CH2:13][Br:15])[CH:3]([F:4])[F:5], predict the reactants needed to synthesize it. The reactants are: [F:1][C:2]([F:14])([O:6][C:7]1[CH:8]=[C:9]([CH3:13])[CH:10]=[CH:11][CH:12]=1)[CH:3]([F:5])[F:4].[Br:15]N1C(=O)CCC1=O.N(C(C)(C)C#N)=NC(C)(C)C#N. (5) The reactants are: [N:1]1([CH2:6][CH2:7][CH2:8][O:9][C:10]2[CH:11]=[C:12]3[CH:18]=[C:17]([C:19]([O-:21])=O)[NH:16][C:13]3=[N:14][CH:15]=2)[CH2:5][CH2:4][CH2:3][CH2:2]1.[Li+].F[B-](F)(F)F.N1(OC(N(C)C)=[N+](C)C)C2C=CC=CC=2N=N1.[F:45][C:46]1[CH:53]=[CH:52][C:49]([CH2:50][NH2:51])=[CH:48][CH:47]=1.C(N(CC)C(C)C)(C)C. Given the product [F:45][C:46]1[CH:53]=[CH:52][C:49]([CH2:50][NH:51][C:19]([C:17]2[NH:16][C:13]3=[N:14][CH:15]=[C:10]([O:9][CH2:8][CH2:7][CH2:6][N:1]4[CH2:2][CH2:3][CH2:4][CH2:5]4)[CH:11]=[C:12]3[CH:18]=2)=[O:21])=[CH:48][CH:47]=1, predict the reactants needed to synthesize it. (6) The reactants are: [NH2:1][CH2:2][CH:3]([NH:16][C:17](=[O:23])[O:18][C:19]([CH3:22])([CH3:21])[CH3:20])[CH2:4][NH:5][C:6](=[O:15])[O:7][CH2:8][C:9]1[CH:14]=[CH:13][CH:12]=[CH:11][CH:10]=1.C(N(CC)CC)C.[C:31](OC(=O)C)(=[O:33])[CH3:32]. Given the product [C:31]([NH:1][CH2:2][CH:3]([NH:16][C:17](=[O:23])[O:18][C:19]([CH3:20])([CH3:22])[CH3:21])[CH2:4][NH:5][C:6](=[O:15])[O:7][CH2:8][C:9]1[CH:10]=[CH:11][CH:12]=[CH:13][CH:14]=1)(=[O:33])[CH3:32], predict the reactants needed to synthesize it.